Dataset: NCI-60 drug combinations with 297,098 pairs across 59 cell lines. Task: Regression. Given two drug SMILES strings and cell line genomic features, predict the synergy score measuring deviation from expected non-interaction effect. (1) Drug 1: C1=C(C(=O)NC(=O)N1)N(CCCl)CCCl. Drug 2: C1=NC(=NC(=O)N1C2C(C(C(O2)CO)O)O)N. Cell line: M14. Synergy scores: CSS=22.0, Synergy_ZIP=-8.56, Synergy_Bliss=-2.15, Synergy_Loewe=-3.84, Synergy_HSA=-3.10. (2) Drug 1: C1CN1C2=NC(=NC(=N2)N3CC3)N4CC4. Cell line: MDA-MB-435. Drug 2: CC1OCC2C(O1)C(C(C(O2)OC3C4COC(=O)C4C(C5=CC6=C(C=C35)OCO6)C7=CC(=C(C(=C7)OC)O)OC)O)O. Synergy scores: CSS=5.76, Synergy_ZIP=-4.70, Synergy_Bliss=3.89, Synergy_Loewe=-2.94, Synergy_HSA=1.69. (3) Drug 1: CC1=C2C(C(=O)C3(C(CC4C(C3C(C(C2(C)C)(CC1OC(=O)C(C(C5=CC=CC=C5)NC(=O)OC(C)(C)C)O)O)OC(=O)C6=CC=CC=C6)(CO4)OC(=O)C)O)C)O. Drug 2: CC1CCCC2(C(O2)CC(NC(=O)CC(C(C(=O)C(C1O)C)(C)C)O)C(=CC3=CSC(=N3)C)C)C. Cell line: OVCAR-4. Synergy scores: CSS=46.0, Synergy_ZIP=-8.18, Synergy_Bliss=-10.2, Synergy_Loewe=-21.3, Synergy_HSA=-4.96. (4) Drug 1: C1CC(=O)NC(=O)C1N2CC3=C(C2=O)C=CC=C3N. Drug 2: CN(C)C1=NC(=NC(=N1)N(C)C)N(C)C. Cell line: A549. Synergy scores: CSS=-0.426, Synergy_ZIP=-1.92, Synergy_Bliss=-2.91, Synergy_Loewe=-8.00, Synergy_HSA=-6.73. (5) Drug 1: C1=CC(=C2C(=C1NCCNCCO)C(=O)C3=C(C=CC(=C3C2=O)O)O)NCCNCCO. Drug 2: CC1=C(N=C(N=C1N)C(CC(=O)N)NCC(C(=O)N)N)C(=O)NC(C(C2=CN=CN2)OC3C(C(C(C(O3)CO)O)O)OC4C(C(C(C(O4)CO)O)OC(=O)N)O)C(=O)NC(C)C(C(C)C(=O)NC(C(C)O)C(=O)NCCC5=NC(=CS5)C6=NC(=CS6)C(=O)NCCC[S+](C)C)O. Cell line: OVCAR-5. Synergy scores: CSS=27.8, Synergy_ZIP=-2.31, Synergy_Bliss=3.74, Synergy_Loewe=-3.53, Synergy_HSA=5.00. (6) Drug 1: C1=CC(=CC=C1CC(C(=O)O)N)N(CCCl)CCCl.Cl. Drug 2: C1=CN(C(=O)N=C1N)C2C(C(C(O2)CO)O)O.Cl. Cell line: SR. Synergy scores: CSS=48.1, Synergy_ZIP=-4.40, Synergy_Bliss=-2.90, Synergy_Loewe=-9.03, Synergy_HSA=-0.851.